Dataset: Reaction yield outcomes from USPTO patents with 853,638 reactions. Task: Predict the reaction yield, written as a fraction of the theoretical maximum amount of product (1.0 means a 100% yield; for example, 0.34 means a 34% yield). (1) The catalyst is C1COCC1.C(O)C.C(OCC)(=O)C.[Pt]=O. The product is [C:1]([C:5]1[CH:10]=[CH:9][C:8]([N:11]2[CH:12]([C:35]3[CH:36]=[C:37]([NH2:51])[C:38]([NH:39][CH2:40][C:41]4[CH:46]=[CH:45][C:44]([O:47][CH3:48])=[CH:43][CH:42]=4)=[CH:49][CH:50]=3)[CH2:13][CH2:14][CH:15]2[C:16]2[CH:17]=[C:18]([NH2:32])[C:19]([NH:20][CH2:21][C:22]3[CH:23]=[CH:24][C:25]([O:28][CH3:29])=[CH:26][CH:27]=3)=[CH:30][CH:31]=2)=[CH:7][CH:6]=1)([CH3:4])([CH3:2])[CH3:3]. The yield is 0.280. The reactants are [C:1]([C:5]1[CH:10]=[CH:9][C:8]([N:11]2[CH:15]([C:16]3[CH:31]=[CH:30][C:19]([NH:20][CH2:21][C:22]4[CH:27]=[CH:26][C:25]([O:28][CH3:29])=[CH:24][CH:23]=4)=[C:18]([N+:32]([O-])=O)[CH:17]=3)[CH2:14][CH2:13][CH:12]2[C:35]2[CH:50]=[CH:49][C:38]([NH:39][CH2:40][C:41]3[CH:46]=[CH:45][C:44]([O:47][CH3:48])=[CH:43][CH:42]=3)=[C:37]([N+:51]([O-])=O)[CH:36]=2)=[CH:7][CH:6]=1)([CH3:4])([CH3:3])[CH3:2]. (2) The reactants are CS(C)=[O:3].[C:5](Cl)(=[O:9])[C:6](Cl)=O.O[CH2:12][CH2:13][NH:14][C:15](=[O:27])[C:16]1[CH:21]=[C:20]([O:22][CH3:23])[C:19]([O:24][CH3:25])=[CH:18][C:17]=1[I:26].CCN([CH2:33][CH3:34])CC.C1C=CC(P(C2C=CC=CC=2)C2C=CC=CC=2)=CC=1. The catalyst is C(Cl)Cl. The product is [I:26][C:17]1[CH:18]=[C:19]([O:24][CH3:25])[C:20]([O:22][CH3:23])=[CH:21][C:16]=1[C:15]([NH:14][CH2:13]/[CH:12]=[CH:34]\[C:33]([O:9][CH2:5][CH3:6])=[O:3])=[O:27]. The yield is 0.340. (3) The reactants are ClC(Cl)(O[C:5](=[O:11])OC(Cl)(Cl)Cl)Cl.[CH3:13][O:14][C:15]1[CH:20]=[CH:19][C:18]([C:21]2[N:22]=[C:23]([CH:32]3[CH2:37][CH2:36][NH:35][CH2:34][CH2:33]3)[O:24][C:25]=2[C:26]2[CH:31]=[CH:30][CH:29]=[CH:28][CH:27]=2)=[CH:17][CH:16]=1.C(N(CC)CC)C.Cl.Cl.[CH3:47][NH:48][OH:49]. The catalyst is ClCCl. The product is [CH3:13][O:14][C:15]1[CH:20]=[CH:19][C:18]([C:21]2[N:22]=[C:23]([CH:32]3[CH2:37][CH2:36][N:35]([C:5](=[O:11])[N:48]([OH:49])[CH3:47])[CH2:34][CH2:33]3)[O:24][C:25]=2[C:26]2[CH:31]=[CH:30][CH:29]=[CH:28][CH:27]=2)=[CH:17][CH:16]=1. The yield is 0.760.